Dataset: Catalyst prediction with 721,799 reactions and 888 catalyst types from USPTO. Task: Predict which catalyst facilitates the given reaction. (1) Reactant: [NH2:1][C:2]1[C:3]2[C:13]([O:14][CH2:15][C:16]([NH:19][C:20]([C:22]3[CH:27]=[CH:26][N:25]=[C:24]([N:28]4[CH:32]=[C:31]([C:33]([O:35]C)=[O:34])[N:30]=[CH:29]4)[CH:23]=3)=[O:21])([CH3:18])[CH3:17])=[CH:12][CH:11]=[CH:10][C:4]=2[NH:5][S:6](=[O:9])(=[O:8])[N:7]=1.C([O-])([O-])=O.[Na+].[Na+].Cl. The catalyst class is: 6. Product: [NH2:1][C:2]1[C:3]2[C:13]([O:14][CH2:15][C:16]([NH:19][C:20]([C:22]3[CH:27]=[CH:26][N:25]=[C:24]([N:28]4[CH:32]=[C:31]([C:33]([OH:35])=[O:34])[N:30]=[CH:29]4)[CH:23]=3)=[O:21])([CH3:17])[CH3:18])=[CH:12][CH:11]=[CH:10][C:4]=2[NH:5][S:6](=[O:8])(=[O:9])[N:7]=1. (2) Reactant: Br[C:2]1[C:6]2[CH:7]=[CH:8][CH:9]=[CH:10][C:5]=2[S:4][C:3]=1[CH:11]=[O:12].C([O-])([O-])=O.[Na+].[Na+].[C:19]1(B(O)O)[CH:24]=[CH:23][CH:22]=[CH:21][CH:20]=1. Product: [C:19]1([C:2]2[C:6]3[CH:7]=[CH:8][CH:9]=[CH:10][C:5]=3[S:4][C:3]=2[CH:11]=[O:12])[CH:24]=[CH:23][CH:22]=[CH:21][CH:20]=1. The catalyst class is: 104. (3) Reactant: [C:1]([C:4]1[C:5]([NH:13][C:14](=O)[C:15]2[CH:20]=[C:19]([O:21][CH3:22])[CH:18]=[C:17]([O:23][CH2:24][C:25]3[CH:30]=[CH:29][CH:28]=[CH:27][CH:26]=3)[CH:16]=2)=[CH:6][C:7]2[O:11][CH2:10][O:9][C:8]=2[CH:12]=1)(=[O:3])[CH3:2].[OH-].[Na+]. Product: [CH2:24]([O:23][C:17]1[CH:16]=[C:15]([C:14]2[CH2:2][C:1](=[O:3])[C:4]3[C:5](=[CH:6][C:7]4[O:11][CH2:10][O:9][C:8]=4[CH:12]=3)[N:13]=2)[CH:20]=[C:19]([O:21][CH3:22])[CH:18]=1)[C:25]1[CH:26]=[CH:27][CH:28]=[CH:29][CH:30]=1. The catalyst class is: 12. (4) Reactant: Br[C:2]1[CH:7]=[CH:6][N:5]=[C:4]([N:8]2[C:15]3[C@@H:14]4[CH2:16][C@@H:13]4[CH2:12][C:11]=3[C:10]([C:17]([OH:19])=[O:18])=[N:9]2)[CH:3]=1.[CH3:20][S:21]([O-:23])=[O:22].[Na+]. Product: [CH3:20][S:21]([C:2]1[CH:7]=[CH:6][N:5]=[C:4]([N:8]2[C:15]3[C@@H:14]4[CH2:16][C@@H:13]4[CH2:12][C:11]=3[C:10]([C:17]([OH:19])=[O:18])=[N:9]2)[CH:3]=1)(=[O:23])=[O:22]. The catalyst class is: 58. (5) Reactant: C1C=CC(P(C2C=CC=CC=2)C2C=CC=CC=2)=CC=1.[Br:20][C:21]1[CH:22]=[C:23]([F:30])[C:24]([OH:29])=[C:25]([CH:28]=1)[C:26]#[N:27].CCOC(/N=N/C(OCC)=O)=O.[F:43][CH:44]1[CH:49](O)[CH2:48][CH2:47][N:46]([C:51]([O:53][C:54]([CH3:57])([CH3:56])[CH3:55])=[O:52])[CH2:45]1. Product: [Br:20][C:21]1[CH:22]=[C:23]([F:30])[C:24]([O:29][C@H:49]2[CH2:48][CH2:47][N:46]([C:51]([O:53][C:54]([CH3:56])([CH3:55])[CH3:57])=[O:52])[CH2:45][C@H:44]2[F:43])=[C:25]([C:26]#[N:27])[CH:28]=1. The catalyst class is: 1. (6) Reactant: I[CH2:2][CH3:3].[NH:4]1[CH2:8][CH2:7][C@H:6]([CH2:9][C:10]#[N:11])[CH2:5]1.C(=O)([O-])[O-].[K+].[K+]. Product: [CH2:2]([N:4]1[CH2:8][CH2:7][C@H:6]([CH2:9][C:10]#[N:11])[CH2:5]1)[CH3:3]. The catalyst class is: 10. (7) Reactant: [H-].[Na+].C(OP([CH:11]([CH3:16])[C:12]([O:14][CH3:15])=[O:13])(OCC)=O)C.[CH2:17]([N:24]1[CH2:29][CH2:28][C:27](=O)[CH2:26][CH2:25]1)[C:18]1[CH:23]=[CH:22][CH:21]=[CH:20][CH:19]=1. Product: [CH3:15][O:14][C:12](=[O:13])[C:11](=[C:27]1[CH2:28][CH2:29][N:24]([CH2:17][C:18]2[CH:23]=[CH:22][CH:21]=[CH:20][CH:19]=2)[CH2:25][CH2:26]1)[CH3:16]. The catalyst class is: 1. (8) Reactant: [CH3:1][C:2]([CH3:42])([CH2:34][CH2:35][N:36]1[CH2:41][CH2:40][O:39][CH2:38][CH2:37]1)[C:3]([C:5]1[C:13]2[C:8](=[N:9][CH:10]=[C:11]([C:14]3[CH:19]=[C:18]([O:20][CH3:21])[C:17]([O:22][CH3:23])=[C:16]([O:24][CH3:25])[CH:15]=3)[N:12]=2)[N:7](COCC[Si](C)(C)C)[CH:6]=1)=[O:4].O.O.O.C([O-])(=O)C.[Na+]. Product: [CH3:1][C:2]([CH3:42])([CH2:34][CH2:35][N:36]1[CH2:41][CH2:40][O:39][CH2:38][CH2:37]1)[C:3]([C:5]1[C:13]2[C:8](=[N:9][CH:10]=[C:11]([C:14]3[CH:19]=[C:18]([O:20][CH3:21])[C:17]([O:22][CH3:23])=[C:16]([O:24][CH3:25])[CH:15]=3)[N:12]=2)[NH:7][CH:6]=1)=[O:4]. The catalyst class is: 281. (9) Reactant: C(NC(C)C)(C)C.C([Li])CCC.[N:13]1[CH:18]=[CH:17][C:16]([CH3:19])=[CH:15][CH:14]=1.[CH:20]1([O:25][C:26]2[CH:27]=[C:28]([CH:31]=[CH:32][C:33]=2[O:34][CH3:35])[CH:29]=[O:30])[CH2:24][CH2:23][CH2:22][CH2:21]1.[Cl-].[NH4+]. Product: [CH:20]1([O:25][C:26]2[CH:27]=[C:28]([CH:29]([OH:30])[CH2:19][C:16]3[CH:17]=[CH:18][N:13]=[CH:14][CH:15]=3)[CH:31]=[CH:32][C:33]=2[O:34][CH3:35])[CH2:21][CH2:22][CH2:23][CH2:24]1. The catalyst class is: 7. (10) Reactant: [CH2:1]([C:3]([CH2:8][OH:9])([CH2:6][OH:7])[CH2:4][CH3:5])[OH:2].[C:10]([O:16]C(C)(C)C)(=[O:15])[CH2:11][C:12]([CH3:14])=[O:13]. The catalyst class is: 11. Product: [C:10]([OH:16])(=[O:15])[CH2:11][C:12]([CH3:14])=[O:13].[C:10]([OH:16])(=[O:15])[CH2:11][C:12]([CH3:14])=[O:13].[C:10]([OH:16])(=[O:15])[CH2:11][C:12]([CH3:14])=[O:13].[CH2:1]([C:3]([CH2:8][OH:9])([CH2:6][OH:7])[CH2:4][CH3:5])[OH:2].